Dataset: NCI-60 drug combinations with 297,098 pairs across 59 cell lines. Task: Regression. Given two drug SMILES strings and cell line genomic features, predict the synergy score measuring deviation from expected non-interaction effect. (1) Drug 1: C1=C(C(=O)NC(=O)N1)N(CCCl)CCCl. Drug 2: CC1C(C(CC(O1)OC2CC(OC(C2O)C)OC3=CC4=CC5=C(C(=O)C(C(C5)C(C(=O)C(C(C)O)O)OC)OC6CC(C(C(O6)C)O)OC7CC(C(C(O7)C)O)OC8CC(C(C(O8)C)O)(C)O)C(=C4C(=C3C)O)O)O)O. Cell line: IGROV1. Synergy scores: CSS=28.5, Synergy_ZIP=2.44, Synergy_Bliss=2.64, Synergy_Loewe=3.25, Synergy_HSA=3.40. (2) Drug 2: CCC1(C2=C(COC1=O)C(=O)N3CC4=CC5=C(C=CC(=C5CN(C)C)O)N=C4C3=C2)O.Cl. Drug 1: C1C(C(OC1N2C=NC3=C2NC=NCC3O)CO)O. Synergy scores: CSS=54.0, Synergy_ZIP=-1.71, Synergy_Bliss=-3.69, Synergy_Loewe=-47.5, Synergy_HSA=-2.39. Cell line: SF-295. (3) Drug 1: C1=C(C(=O)NC(=O)N1)F. Drug 2: CC(C1=C(C=CC(=C1Cl)F)Cl)OC2=C(N=CC(=C2)C3=CN(N=C3)C4CCNCC4)N. Cell line: SK-OV-3. Synergy scores: CSS=29.3, Synergy_ZIP=5.91, Synergy_Bliss=5.73, Synergy_Loewe=6.30, Synergy_HSA=6.72. (4) Drug 1: CNC(=O)C1=CC=CC=C1SC2=CC3=C(C=C2)C(=NN3)C=CC4=CC=CC=N4. Drug 2: C(=O)(N)NO. Cell line: UACC-257. Synergy scores: CSS=-0.938, Synergy_ZIP=1.34, Synergy_Bliss=-0.158, Synergy_Loewe=-0.788, Synergy_HSA=-2.08. (5) Drug 1: CC(C)(C1=NC(=CC=C1)N2C3=NC(=NC=C3C(=O)N2CC=C)NC4=CC=C(C=C4)N5CCN(CC5)C)O. Drug 2: CC1(CCCN1)C2=NC3=C(C=CC=C3N2)C(=O)N. Cell line: HT29. Synergy scores: CSS=38.2, Synergy_ZIP=5.25, Synergy_Bliss=6.39, Synergy_Loewe=-62.4, Synergy_HSA=3.43. (6) Drug 1: C1CCN(CC1)CCOC2=CC=C(C=C2)C(=O)C3=C(SC4=C3C=CC(=C4)O)C5=CC=C(C=C5)O. Drug 2: CS(=O)(=O)C1=CC(=C(C=C1)C(=O)NC2=CC(=C(C=C2)Cl)C3=CC=CC=N3)Cl. Cell line: SR. Synergy scores: CSS=0.872, Synergy_ZIP=-6.12, Synergy_Bliss=-11.4, Synergy_Loewe=-11.0, Synergy_HSA=-12.0.